Predict the reaction yield, written as a fraction of the theoretical maximum amount of product (1.0 means a 100% yield; for example, 0.34 means a 34% yield). From a dataset of Reaction yield outcomes from USPTO patents with 853,638 reactions. (1) The reactants are [C:1]([O:5][C:6](=[O:20])[CH2:7][CH2:8][CH2:9][CH2:10][CH2:11][CH:12]([NH:16][C:17](=[O:19])C)[C:13]([OH:15])=[O:14])([CH3:4])([CH3:3])[CH3:2].[OH-].[Na+].C(N)(=O)C.C([O-])(O)=O.[Na+].C(C(CC([O-])=O)C([O-])=O)([O:34][CH2:35][CH:36]1[C:48]2[C:43](=[CH:44][CH:45]=[CH:46][CH:47]=2)[C:42]2[C:37]1=[CH:38][CH:39]=[CH:40][CH:41]=2)=O. The catalyst is P([O-])([O-])([O-])=O. The product is [C:1]([O:5][C:6](=[O:20])[CH2:7][CH2:8][CH2:9][CH2:10][CH2:11][CH:12]([NH:16][C:17]([O:34][CH2:35][CH:36]1[C:48]2[CH:47]=[CH:46][CH:45]=[CH:44][C:43]=2[C:42]2[C:37]1=[CH:38][CH:39]=[CH:40][CH:41]=2)=[O:19])[C:13]([OH:15])=[O:14])([CH3:4])([CH3:3])[CH3:2]. The yield is 0.450. (2) The reactants are [F:1][C:2]1[CH:22]=[C:21]([N+:23]([O-])=O)[CH:20]=[CH:19][C:3]=1[O:4][C:5]1[CH:10]=[CH:9][N:8]=[CH:7][C:6]=1[C:11]#[C:12][C:13]1[CH:18]=[CH:17][CH:16]=[CH:15][CH:14]=1.[Cl-].[NH4+].[In]. The product is [F:1][C:2]1[CH:22]=[C:21]([CH:20]=[CH:19][C:3]=1[O:4][C:5]1[CH:10]=[CH:9][N:8]=[CH:7][C:6]=1[C:11]#[C:12][C:13]1[CH:14]=[CH:15][CH:16]=[CH:17][CH:18]=1)[NH2:23]. The catalyst is CCO.O. The yield is 0.530. (3) The reactants are OC1C=CC=CN=1.[C:8]([O:12][C:13](=[O:41])[NH:14][C@H:15]([C@@H:33]1[CH2:37][C@@H:36]([CH2:38][CH3:39])[C:35](=[O:40])[O:34]1)[CH2:16][N:17]1[CH2:22][C:21](=[O:23])[N:20]([C:24]2[CH:29]=[CH:28][CH:27]=[CH:26][C:25]=2[Cl:30])[CH2:19][C:18]1([CH3:32])[CH3:31])([CH3:11])([CH3:10])[CH3:9].[CH3:42][C:43]([CH3:47])([CH3:46])[CH2:44][NH2:45]. The catalyst is O. The product is [C:8]([O:12][C:13](=[O:41])[NH:14][C@@H:15]([CH2:16][N:17]1[CH2:22][C:21](=[O:23])[N:20]([C:24]2[CH:29]=[CH:28][CH:27]=[CH:26][C:25]=2[Cl:30])[CH2:19][C:18]1([CH3:32])[CH3:31])[C@@H:33]([OH:34])[CH2:37][C@H:36]([C:35](=[O:40])[NH:45][CH2:44][C:43]([CH3:47])([CH3:46])[CH3:42])[CH2:38][CH3:39])([CH3:9])([CH3:11])[CH3:10]. The yield is 0.830. (4) The reactants are I[C:2]1[CH:7]=[CH:6][N:5]=[C:4]2[NH:8][N:9]=[C:10]([CH3:11])[C:3]=12.[CH3:12][C:13]([C:25]1[CH:30]=[CH:29][CH:28]=[C:27](B2OC(C)(C)C(C)(C)O2)[CH:26]=1)([CH2:23][CH3:24])[CH2:14][NH:15][C:16](=[O:22])[O:17][C:18]([CH3:21])([CH3:20])[CH3:19].C([O-])([O-])=O.[Na+].[Na+]. The catalyst is C1C=CC([P]([Pd]([P](C2C=CC=CC=2)(C2C=CC=CC=2)C2C=CC=CC=2)([P](C2C=CC=CC=2)(C2C=CC=CC=2)C2C=CC=CC=2)[P](C2C=CC=CC=2)(C2C=CC=CC=2)C2C=CC=CC=2)(C2C=CC=CC=2)C2C=CC=CC=2)=CC=1.O1CCOCC1. The product is [CH3:12][C:13]([C:25]1[CH:26]=[CH:27][CH:28]=[C:29]([C:2]2[CH:7]=[CH:6][N:5]=[C:4]3[NH:8][N:9]=[C:10]([CH3:11])[C:3]=23)[CH:30]=1)([CH2:23][CH3:24])[CH2:14][NH:15][C:16](=[O:22])[O:17][C:18]([CH3:19])([CH3:20])[CH3:21]. The yield is 0.890. (5) The reactants are [CH3:1][C:2]1[N:7]2[N:8]=[C:9]([CH2:11][CH2:12][C:13]3[NH:14][CH:15]=[C:16]([C:18]4[S:19][CH:20]=[CH:21][CH:22]=4)[N:17]=3)[N:10]=[C:6]2[CH:5]=[CH:4][CH:3]=1.[CH2:23]([C@@H:25]1[O:27][CH2:26]1)[Cl:24]. The catalyst is ClCCCl. The product is [Cl:24][CH2:23][C@H:25]([OH:27])[CH2:26][N:14]1[CH:15]=[C:16]([C:18]2[S:19][CH:20]=[CH:21][CH:22]=2)[N:17]=[C:13]1[CH2:12][CH2:11][C:9]1[N:10]=[C:6]2[CH:5]=[CH:4][CH:3]=[C:2]([CH3:1])[N:7]2[N:8]=1. The yield is 0.0600. (6) The catalyst is C1COCC1.O. The reactants are [NH:1]1[C:9]2[C:4](=[CH:5][CH:6]=[CH:7][CH:8]=2)[C:3]([C:10]2[N:11]=[N:12][N:13]([C:15]3[CH:20]=[CH:19][C:18]([C:21]4[CH2:22][CH2:23][N:24]([C:27]([O:29][C:30]([CH3:33])([CH3:32])[CH3:31])=[O:28])[CH2:25][CH:26]=4)=[CH:17][CH:16]=3)[CH:14]=2)=[N:2]1.[OH-:34].[Na+].OO. The yield is 0.220. The product is [OH:34][CH:22]1[CH:21]([C:18]2[CH:17]=[CH:16][C:15]([N:13]3[CH:14]=[C:10]([C:3]4[C:4]5[C:9](=[CH:8][CH:7]=[CH:6][CH:5]=5)[NH:1][N:2]=4)[N:11]=[N:12]3)=[CH:20][CH:19]=2)[CH2:26][CH2:25][N:24]([C:27]([O:29][C:30]([CH3:33])([CH3:32])[CH3:31])=[O:28])[CH2:23]1. (7) The reactants are Br[CH2:2][C:3]([C:5]1[CH:10]=[CH:9][C:8]([CH3:11])=[CH:7][CH:6]=1)=O.[NH2:12][C:13]([NH2:15])=[S:14]. The catalyst is CCO. The product is [C:8]1([CH3:11])[CH:9]=[CH:10][C:5]([C:3]2[N:12]=[C:13]([NH2:15])[S:14][CH:2]=2)=[CH:6][CH:7]=1. The yield is 0.990.